The task is: Predict the reactants needed to synthesize the given product.. This data is from Full USPTO retrosynthesis dataset with 1.9M reactions from patents (1976-2016). (1) Given the product [C:6]([Si:3]([CH3:5])([CH3:4])[O:10][CH2:11][C@@H:12]1[C@@H:13]([O:40][CH2:41][C:42]2[CH:47]=[CH:46][CH:45]=[CH:44][CH:43]=2)[C@H:14]([O:39][CH2:27][C:28]2[CH:33]=[CH:32][CH:31]=[CH:30][CH:29]=2)[C@@H:15]([O:38][CH2:16][C:20]2[CH:25]=[CH:24][CH:23]=[CH:22][CH:21]=2)[C@@:16]([C:20]2[CH:25]=[CH:24][C:23]([Cl:26])=[C:22]([CH2:27][C:28]3[CH:33]=[CH:32][C:31]([O:34][CH3:35])=[C:30]([F:36])[C:29]=3[F:37])[CH:21]=2)([O:18][CH3:19])[O:17]1)([CH3:8])([CH3:9])[CH3:7], predict the reactants needed to synthesize it. The reactants are: [H-].[Na+].[Si:3]([O:10][CH2:11][C@H:12]1[O:17][C@:16]([C:20]2[CH:25]=[CH:24][C:23]([Cl:26])=[C:22]([CH2:27][C:28]3[CH:33]=[CH:32][C:31]([O:34][CH3:35])=[C:30]([F:36])[C:29]=3[F:37])[CH:21]=2)([O:18][CH3:19])[C@H:15]([OH:38])[C@@H:14]([OH:39])[C@@H:13]1[OH:40])([C:6]([CH3:9])([CH3:8])[CH3:7])([CH3:5])[CH3:4].[CH2:41](Br)[C:42]1[CH:47]=[CH:46][CH:45]=[CH:44][CH:43]=1. (2) The reactants are: C([Li])CCC.C(NC(C)C)(C)C.[F:13][C:14]1[CH:21]=[C:20]([F:22])[CH:19]=[CH:18][C:15]=1[C:16]#[N:17].CN(C)[CH:25]=[O:26]. Given the product [F:13][C:14]1[C:21]([CH:25]=[O:26])=[C:20]([F:22])[CH:19]=[CH:18][C:15]=1[C:16]#[N:17], predict the reactants needed to synthesize it. (3) Given the product [Cl:18][C:13]1[CH:14]=[CH:15][CH:16]=[CH:17][C:12]=1[C:11]1[C:6]2[CH:5]=[CH:4][C:3](=[O:29])[N:21]([C:22]3[CH:27]=[CH:26][CH:25]=[CH:24][C:23]=3[Cl:28])[C:7]=2[N:8]=[C:9]([O:31][CH3:30])[N:10]=1, predict the reactants needed to synthesize it. The reactants are: CO[C:3](=[O:29])/[CH:4]=[CH:5]/[C:6]1[C:7]([NH:21][C:22]2[CH:27]=[CH:26][CH:25]=[CH:24][C:23]=2[Cl:28])=[N:8][C:9](SC)=[N:10][C:11]=1[C:12]1[CH:17]=[CH:16][CH:15]=[CH:14][C:13]=1[Cl:18].[CH3:30][O-:31].[Na+]. (4) Given the product [OH:25][CH2:33][C:9]1[CH:18]=[CH:17][C:16]2[C:11](=[CH:12][CH:13]=[C:14]([CH2:19][CH2:20][CH2:21][CH2:22][N:29]([CH2:30][CH2:31][CH3:32])[CH2:26][CH2:27][CH3:28])[CH:15]=2)[CH:10]=1, predict the reactants needed to synthesize it. The reactants are: C([Si](O[C:9]1[CH:18]=[CH:17][C:16]2[C:11](=[CH:12][CH:13]=[C:14]([CH2:19][CH2:20][CH:21]=[CH:22]OC)[CH:15]=2)[CH:10]=1)(C)C)(C)(C)C.[OH2:25].[CH2:26]([NH:29][CH2:30][CH2:31][CH3:32])[CH2:27][CH3:28].[C:33]([BH3-])#N.[Na+]. (5) Given the product [C:1]([C:5]1[CH:22]=[CH:21][CH:20]=[CH:19][C:6]=1[O:7][C:8]1[C:13]([NH:14][C:15]2[S:18][C:25]([CH2:24][Cl:23])=[N:17][N:16]=2)=[CH:12][CH:11]=[CH:10][N:9]=1)([CH3:4])([CH3:2])[CH3:3], predict the reactants needed to synthesize it. The reactants are: [C:1]([C:5]1[CH:22]=[CH:21][CH:20]=[CH:19][C:6]=1[O:7][C:8]1[C:13]([NH:14][C:15](=[S:18])[NH:16][NH2:17])=[CH:12][CH:11]=[CH:10][N:9]=1)([CH3:4])([CH3:3])[CH3:2].[Cl:23][CH2:24][C:25](Cl)=O.